From a dataset of Peptide-MHC class I binding affinity with 185,985 pairs from IEDB/IMGT. Regression. Given a peptide amino acid sequence and an MHC pseudo amino acid sequence, predict their binding affinity value. This is MHC class I binding data. (1) The peptide sequence is LVGNTLTTC. The MHC is HLA-A02:03 with pseudo-sequence HLA-A02:03. The binding affinity (normalized) is 0.0847. (2) The peptide sequence is RAVEPGTVL. The MHC is HLA-B46:01 with pseudo-sequence HLA-B46:01. The binding affinity (normalized) is 0.249. (3) The peptide sequence is KIMDYGKYK. The MHC is HLA-B15:17 with pseudo-sequence HLA-B15:17. The binding affinity (normalized) is 0.0847. (4) The peptide sequence is VRRRLTARGLL. The MHC is Mamu-B08 with pseudo-sequence Mamu-B08. The binding affinity (normalized) is 0.603. (5) The peptide sequence is MLVNGDDLVV. The MHC is HLA-A02:01 with pseudo-sequence HLA-A02:01. The binding affinity (normalized) is 0.628. (6) The peptide sequence is KLFAAETLK. The MHC is HLA-A02:01 with pseudo-sequence HLA-A02:01. The binding affinity (normalized) is 0.0679.